This data is from Full USPTO retrosynthesis dataset with 1.9M reactions from patents (1976-2016). The task is: Predict the reactants needed to synthesize the given product. (1) Given the product [OH:17][C:4]12[CH2:3][CH:2]([CH3:1])[CH2:15][C:14](=[O:16])[CH:13]1[CH2:12][CH2:11][CH2:10][CH2:9][CH2:8][CH2:7][CH2:6][CH2:5]2, predict the reactants needed to synthesize it. The reactants are: [CH3:1][CH:2]1[CH2:15][C:14](=[O:16])[CH2:13][CH2:12][CH2:11][CH2:10][CH2:9][CH2:8][CH2:7][CH2:6][CH2:5][C:4](=[O:17])[CH2:3]1.N(CCCC)(CCCC)CCCC.O. (2) Given the product [O:19]=[C:14]1[C:13]2[NH:20][CH:21]=[CH:22][C:12]=2[C:11]2[CH:10]=[C:9]([C:35]#[C:34][C:28]3[CH:33]=[CH:32][CH:31]=[CH:30][CH:29]=3)[CH:18]=[CH:17][C:16]=2[NH:15]1.[CH2:23]([C:25]([O-:27])=[O:26])[CH3:24], predict the reactants needed to synthesize it. The reactants are: C(N(CC)CC)C.I[C:9]1[CH:18]=[CH:17][C:16]2[NH:15][C:14](=[O:19])[C:13]3[NH:20][CH:21]=[CH:22][C:12]=3[C:11]=2[CH:10]=1.[CH2:23]([C:25]([O-:27])=[O:26])[CH3:24].[C:28]1([C:34]#[CH:35])[CH:33]=[CH:32][CH:31]=[CH:30][CH:29]=1. (3) Given the product [Cl:1][C:2]1[CH:7]=[CH:6][C:5]([CH:8]([C:21]2[CH:26]=[CH:25][C:24]([F:27])=[CH:23][CH:22]=2)[C:9]2[C:17]3[C:12](=[C:13]([CH2:18][S:19]([CH3:20])=[O:40])[CH:14]=[CH:15][CH:16]=3)[NH:11][CH:10]=2)=[C:4]([F:28])[CH:3]=1, predict the reactants needed to synthesize it. The reactants are: [Cl:1][C:2]1[CH:7]=[CH:6][C:5]([CH:8]([C:21]2[CH:26]=[CH:25][C:24]([F:27])=[CH:23][CH:22]=2)[C:9]2[C:17]3[C:12](=[C:13]([CH2:18][S:19][CH3:20])[CH:14]=[CH:15][CH:16]=3)[NH:11][CH:10]=2)=[C:4]([F:28])[CH:3]=1.ClCCl.ClC1C=CC=C(C(OO)=[O:40])C=1.